Task: Predict which catalyst facilitates the given reaction.. Dataset: Catalyst prediction with 721,799 reactions and 888 catalyst types from USPTO (1) Reactant: Cl.[CH3:2][N:3]1[CH2:8][CH2:7][N:6]([C:9]2[N:14]=[C:13]([C:15]([OH:17])=O)[CH:12]=[CH:11][CH:10]=2)[CH2:5][CH2:4]1.Cl.[F:19][C:20]1[CH:25]=[CH:24][CH:23]=[C:22]([CH3:26])[C:21]=1[CH:27]1[CH2:32][CH2:31][NH:30][CH2:29][CH2:28]1.C(N(C(C)C)CC)(C)C.F[P-](F)(F)(F)(F)F.N1(OC(N(C)C)=[N+](C)C)C2N=CC=CC=2N=N1. Product: [F:19][C:20]1[CH:25]=[CH:24][CH:23]=[C:22]([CH3:26])[C:21]=1[CH:27]1[CH2:28][CH2:29][N:30]([C:15]([C:13]2[CH:12]=[CH:11][CH:10]=[C:9]([N:6]3[CH2:5][CH2:4][N:3]([CH3:2])[CH2:8][CH2:7]3)[N:14]=2)=[O:17])[CH2:31][CH2:32]1. The catalyst class is: 3. (2) Reactant: [Si]([O:8][CH2:9][CH2:10][C:11]1[CH:12]=[C:13]([C:17](=[O:19])[CH3:18])[CH:14]=[CH:15][CH:16]=1)(C(C)(C)C)(C)C.[Br:20]Br.C([O-])(O)=O.[Na+]. Product: [Br:20][CH2:18][C:17]([C:13]1[CH:14]=[CH:15][CH:16]=[C:11]([CH2:10][CH2:9][OH:8])[CH:12]=1)=[O:19]. The catalyst class is: 7.